Dataset: Reaction yield outcomes from USPTO patents with 853,638 reactions. Task: Predict the reaction yield, written as a fraction of the theoretical maximum amount of product (1.0 means a 100% yield; for example, 0.34 means a 34% yield). (1) The reactants are [Br:1][C:2]1[CH:7]=[CH:6][C:5]([CH2:8]Br)=[CH:4][CH:3]=1.[Mg].[Br:11][C:12]1[CH:17]=[CH:16][C:15]([CH2:18][C:19](=[C:21]([C:27]([O:29][CH2:30][CH3:31])=[O:28])[C:22]([O:24][CH2:25][CH3:26])=[O:23])[CH3:20])=[CH:14][CH:13]=1.OS(O)(=O)=O. The catalyst is C(OCC)C.[Cu]Cl. The product is [Br:11][C:12]1[CH:13]=[CH:14][C:15]([CH2:18][C:19]([CH:21]([C:27]([O:29][CH2:30][CH3:31])=[O:28])[C:22]([O:24][CH2:25][CH3:26])=[O:23])([CH3:20])[CH2:8][C:5]2[CH:4]=[CH:3][C:2]([Br:1])=[CH:7][CH:6]=2)=[CH:16][CH:17]=1. The yield is 0.380. (2) The reactants are O1C2(C[CH2:9][CH:8]([N:11]3[C:16](=[O:17])[C:15]([CH2:18][C:19]4[CH:24]=[CH:23][C:22]([C:25]5[C:26]([C:32]#[N:33])=[CH:27][C:28]([F:31])=[CH:29][CH:30]=5)=[CH:21][CH:20]=4)=[C:14]([CH2:34][CH2:35][CH3:36])[N:13]4[N:37]=[C:38]([CH3:40])[N:39]=[C:12]34)[CH2:7][CH2:6]2)OCC1.Cl.O1CC[CH2:44][CH2:43]1.[C:47]([O:50][CH2:51][CH3:52])(=[O:49])[CH3:48]. No catalyst specified. The product is [CH3:52][CH:51]1[CH:43]([CH3:44])[O:49][C:47]2([CH2:6][CH2:7][CH:8]([N:11]3[C:16](=[O:17])[C:15]([CH2:18][C:19]4[CH:20]=[CH:21][C:22]([C:25]5[C:26]([C:32]#[N:33])=[CH:27][C:28]([F:31])=[CH:29][CH:30]=5)=[CH:23][CH:24]=4)=[C:14]([CH2:34][CH2:35][CH3:36])[N:13]4[N:37]=[C:38]([CH3:40])[N:39]=[C:12]34)[CH2:9][CH2:48]2)[O:50]1. The yield is 1.00. (3) The reactants are [NH2:1][C@H:2]([CH2:22][C:23]1[CH:28]=[CH:27][C:26]([O:29][CH3:30])=[CH:25][CH:24]=1)[C:3]([N:5]1[CH2:10][CH2:9][C:8]([C:17](=[O:21])[CH2:18][CH2:19][CH3:20])([CH:11]2[CH2:16][CH2:15][CH2:14][CH2:13][CH2:12]2)[CH2:7][CH2:6]1)=[O:4].Cl[C:32](OC1C=CC([N+]([O-])=O)=CC=1)=[O:33].N.[CH3:45][N:46]1[CH:53]=[N:52][C:48]([CH2:49][CH2:50][NH2:51])=[CH:47]1.C(N(CC)CC)C.[OH-].[Na+]. The catalyst is ClCCl.CN(C=O)C. The product is [C:17]([C:8]1([CH:11]2[CH2:12][CH2:13][CH2:14][CH2:15][CH2:16]2)[CH2:9][CH2:10][N:5]([C:3](=[O:4])[C@H:2]([NH:1][C:32]([NH:51][CH2:50][CH2:49][C:48]2[N:52]=[CH:53][N:46]([CH3:45])[CH:47]=2)=[O:33])[CH2:22][C:23]2[CH:24]=[CH:25][C:26]([O:29][CH3:30])=[CH:27][CH:28]=2)[CH2:6][CH2:7]1)(=[O:21])[CH2:18][CH2:19][CH3:20]. The yield is 0.390. (4) The reactants are [NH2:1][C:2]1[C:10]2[C:9]([C:11]3[CH:16]=[CH:15][CH:14]=[C:13]([NH2:17])[CH:12]=3)=[N:8][C:7]([NH:18][CH:19]3[CH2:21][CH2:20]3)=[N:6][C:5]=2[S:4][C:3]=1[C:22]([NH2:24])=[O:23].[C:25]1([N:31]=[C:32]=[O:33])[CH:30]=[CH:29][CH:28]=[CH:27][CH:26]=1. The catalyst is C1COCC1. The product is [NH2:1][C:2]1[C:10]2[C:9]([C:11]3[CH:16]=[CH:15][CH:14]=[C:13]([NH:17][C:32]([NH:31][C:25]4[CH:30]=[CH:29][CH:28]=[CH:27][CH:26]=4)=[O:33])[CH:12]=3)=[N:8][C:7]([NH:18][CH:19]3[CH2:20][CH2:21]3)=[N:6][C:5]=2[S:4][C:3]=1[C:22]([NH2:24])=[O:23]. The yield is 0.400. (5) The reactants are [CH3:1][O:2][C:3]1[C:8]2[N:9]=[C:10]([NH2:12])[S:11][C:7]=2[CH:6]=[CH:5][CH:4]=1.[F:13][C:14]([F:25])([F:24])[C:15]1[CH:16]=[C:17]([CH:21]=[CH:22][CH:23]=1)[C:18](Cl)=[O:19].Br[CH:27]([CH3:33])[C:28]([O:30]CC)=[O:29].FC1C2N=C(N)SC=2C=C(F)C=1.C1(C)C=CC(C(Cl)=O)=CC=1.BrCC(OCC)=O. No catalyst specified. The product is [CH3:1][O:2][C:3]1[C:8]2[N:9]([CH:27]([CH3:33])[C:28]([OH:30])=[O:29])[C:10](=[N:12][C:18](=[O:19])[C:17]3[CH:21]=[CH:22][CH:23]=[C:15]([C:14]([F:25])([F:24])[F:13])[CH:16]=3)[S:11][C:7]=2[CH:6]=[CH:5][CH:4]=1. The yield is 0.390. (6) The reactants are [CH:1]1([C@H:4]([OH:6])[CH3:5])[CH2:3][CH2:2]1.[H-].[Na+].[CH2:9]([N:16]1[CH2:22][C:21]2[N:23]=[CH:24][C:25](Cl)=[N:26][C:20]=2[O:19][CH2:18][CH2:17]1)[C:10]1[CH:15]=[CH:14][CH:13]=[CH:12][CH:11]=1.O. The catalyst is C1(C)C=CC=CC=1.C1C=CC(/C=C/C(/C=C/C2C=CC=CC=2)=O)=CC=1.C1C=CC(/C=C/C(/C=C/C2C=CC=CC=2)=O)=CC=1.C1C=CC(/C=C/C(/C=C/C2C=CC=CC=2)=O)=CC=1.[Pd].[Pd].C1C=CC(P(C2C(C3C(P(C4C=CC=CC=4)C4C=CC=CC=4)=CC=C4C=3C=CC=C4)=C3C(C=CC=C3)=CC=2)C2C=CC=CC=2)=CC=1. The product is [CH2:9]([N:16]1[CH2:22][C:21]2[N:23]=[CH:24][C:25]([O:6][C@@H:4]([CH:1]3[CH2:3][CH2:2]3)[CH3:5])=[N:26][C:20]=2[O:19][CH2:18][CH2:17]1)[C:10]1[CH:11]=[CH:12][CH:13]=[CH:14][CH:15]=1. The yield is 0.670. (7) The reactants are P(Cl)(Cl)(Cl)=O.[Br:6][C:7]1[CH:12]=[C:11]([O:13][CH3:14])[CH:10]=[C:9]([O:15][CH3:16])[CH:8]=1.CN([CH:20]=[O:21])C. No catalyst specified. The product is [Br:6][C:7]1[CH:8]=[C:9]([O:15][CH3:16])[CH:10]=[C:11]([O:13][CH3:14])[C:12]=1[CH:20]=[O:21]. The yield is 0.840. (8) The reactants are [CH:1]1([C:4]([NH:6][C:7]2[N:8]=[C:9]3[CH:14]=[CH:13][C:12]([O:15][C:16]4[CH:17]=[C:18]([CH:22]=[CH:23][CH:24]=4)[C:19](O)=[O:20])=[N:11][N:10]3[CH:25]=2)=[O:5])[CH2:3][CH2:2]1.[C:26]([C:30]1[CH:36]=[CH:35][C:33]([NH2:34])=[CH:32][CH:31]=1)([CH3:29])([CH3:28])[CH3:27].Cl.CN(C)CCCN=C=NCC. The catalyst is CN(C)C1C=CN=CC=1.N1C=CC=CC=1. The product is [C:26]([C:30]1[CH:31]=[CH:32][C:33]([NH:34][C:19](=[O:20])[C:18]2[CH:22]=[CH:23][CH:24]=[C:16]([O:15][C:12]3[CH:13]=[CH:14][C:9]4[N:10]([CH:25]=[C:7]([NH:6][C:4]([CH:1]5[CH2:3][CH2:2]5)=[O:5])[N:8]=4)[N:11]=3)[CH:17]=2)=[CH:35][CH:36]=1)([CH3:29])([CH3:27])[CH3:28]. The yield is 0.500. (9) The catalyst is FC(F)(F)C(O)=O. The product is [Br:1][C:2]1[CH:3]=[C:4]2[CH2:10][N:9]([OH:11])[C:8](=[O:16])[C:5]2=[N:6][CH:7]=1. The reactants are [Br:1][C:2]1[CH:3]=[C:4]2[CH2:10][N:9]([O:11]C(C)(C)C)[C:8](=[O:16])[C:5]2=[N:6][CH:7]=1. The yield is 0.600. (10) The reactants are [CH2:1]([C:3]1[O:7][CH:6]=[N:5][CH:4]=1)[CH3:2].[Li]CCCC.Br[C:14]1[CH:15]=[C:16]([N+:30]([O-:32])=[O:31])[C:17]([N:20]2[CH2:25][CH2:24][CH:23]([C:26]([O:28][CH3:29])=[O:27])[CH2:22][CH2:21]2)=[N:18][CH:19]=1.N#N. The catalyst is C1COCC1.[Cl-].[Cl-].[Zn+2].C1C=CC([P]([Pd]([P](C2C=CC=CC=2)(C2C=CC=CC=2)C2C=CC=CC=2)([P](C2C=CC=CC=2)(C2C=CC=CC=2)C2C=CC=CC=2)[P](C2C=CC=CC=2)(C2C=CC=CC=2)C2C=CC=CC=2)(C2C=CC=CC=2)C2C=CC=CC=2)=CC=1. The product is [CH2:1]([C:3]1[O:7][C:6]([C:14]2[CH:15]=[C:16]([N+:30]([O-:32])=[O:31])[C:17]([N:20]3[CH2:25][CH2:24][CH:23]([C:26]([O:28][CH3:29])=[O:27])[CH2:22][CH2:21]3)=[N:18][CH:19]=2)=[N:5][CH:4]=1)[CH3:2]. The yield is 0.150.